Dataset: Forward reaction prediction with 1.9M reactions from USPTO patents (1976-2016). Task: Predict the product of the given reaction. Given the reactants F[C:2]1[CH:10]=[CH:9][C:5]([C:6]([OH:8])=[O:7])=[CH:4][C:3]=1[N+:11]([O-:13])=[O:12].[NH2:14][C:15]1[CH:20]=[CH:19][CH:18]=[CH:17][CH:16]=1.C(O)C.Cl, predict the reaction product. The product is: [N+:11]([C:3]1[CH:4]=[C:5]([CH:9]=[CH:10][C:2]=1[NH:14][C:15]1[CH:20]=[CH:19][CH:18]=[CH:17][CH:16]=1)[C:6]([OH:8])=[O:7])([O-:13])=[O:12].